This data is from Full USPTO retrosynthesis dataset with 1.9M reactions from patents (1976-2016). The task is: Predict the reactants needed to synthesize the given product. (1) Given the product [OH:35][C:32]([C:29]1[N:30]=[CH:31][C:26]([C:2]2[N:11]=[C:10]([NH:12][CH:13]([CH3:15])[CH3:14])[C:9]3[C:8](=[O:16])[N:7]([CH3:17])[CH:6]=[N:5][C:4]=3[CH:3]=2)=[CH:27][CH:28]=1)([CH3:34])[CH3:33], predict the reactants needed to synthesize it. The reactants are: Cl[C:2]1[N:11]=[C:10]([NH:12][CH:13]([CH3:15])[CH3:14])[C:9]2[C:8](=[O:16])[N:7]([CH3:17])[CH:6]=[N:5][C:4]=2[CH:3]=1.CC1(C)C(C)(C)OB([C:26]2[CH:27]=[CH:28][C:29]([C:32]([OH:35])([CH3:34])[CH3:33])=[N:30][CH:31]=2)O1.C([O-])([O-])=O.[Na+].[Na+].O1CCOCC1. (2) Given the product [CH3:1][O:2][C:3]1[CH:4]=[CH:5][C:6]([S:9][C:10]2[S:14][C:13]([NH:15][C:24](=[O:25])[CH2:23][CH2:22][C:18]3[CH:17]=[N:16][CH:21]=[CH:20][CH:19]=3)=[N:12][CH:11]=2)=[CH:7][CH:8]=1, predict the reactants needed to synthesize it. The reactants are: [CH3:1][O:2][C:3]1[CH:8]=[CH:7][C:6]([S:9][C:10]2[S:14][C:13]([NH2:15])=[N:12][CH:11]=2)=[CH:5][CH:4]=1.[N:16]1[CH:21]=[CH:20][CH:19]=[C:18]([CH2:22][CH2:23][C:24](O)=[O:25])[CH:17]=1.CCN(CC)CC.C(Cl)CCl.C1C=CC2N(O)N=NC=2C=1. (3) The reactants are: [CH3:1][O:2][C:3]1[CH:8]=[C:7]([CH3:9])[C:6]([S:10]([N:13]([CH2:15][C:16]2[O:20][C:19]([C:21](OC)=[O:22])=[N:18][N:17]=2)[CH3:14])(=[O:12])=[O:11])=[C:5]([CH3:25])[CH:4]=1.[CH3:26][O:27][CH:28]1[CH2:31][N:30]([CH2:32][C:33]2[CH:38]=[CH:37][C:36]([CH2:39][NH:40][CH3:41])=[CH:35][CH:34]=2)[CH2:29]1.C[Al](C)C. Given the product [CH3:26][O:27][CH:28]1[CH2:31][N:30]([CH2:32][C:33]2[CH:38]=[CH:37][C:36]([CH2:39][N:40]([CH3:41])[C:21]([C:19]3[O:20][C:16]([CH2:15][N:13]([S:10]([C:6]4[C:7]([CH3:9])=[CH:8][C:3]([O:2][CH3:1])=[CH:4][C:5]=4[CH3:25])(=[O:12])=[O:11])[CH3:14])=[N:17][N:18]=3)=[O:22])=[CH:35][CH:34]=2)[CH2:29]1, predict the reactants needed to synthesize it. (4) Given the product [CH:1]1([NH:4][C:5](=[O:35])[C:6]2[CH:11]=[CH:10][C:9]([CH3:12])=[C:8]([N:13]3[CH:18]=[CH:17][N:16]=[C:15]([NH:19][C:20]4([C:23]5[CH:28]=[CH:27][CH:26]=[CH:25][C:24]=5[O:29][CH2:30][C@H:31]([OH:32])[CH2:33][NH:37][CH3:36])[CH2:22][CH2:21]4)[C:14]3=[O:34])[CH:7]=2)[CH2:2][CH2:3]1, predict the reactants needed to synthesize it. The reactants are: [CH:1]1([NH:4][C:5](=[O:35])[C:6]2[CH:11]=[CH:10][C:9]([CH3:12])=[C:8]([N:13]3[CH:18]=[CH:17][N:16]=[C:15]([NH:19][C:20]4([C:23]5[CH:28]=[CH:27][CH:26]=[CH:25][C:24]=5[O:29][CH2:30][C@H:31]5[CH2:33][O:32]5)[CH2:22][CH2:21]4)[C:14]3=[O:34])[CH:7]=2)[CH2:3][CH2:2]1.[CH3:36][NH2:37]. (5) Given the product [F:7][C:8]1[CH:9]=[CH:10][C:11]2[C:15]([N:16]3[CH2:22][CH2:21][CH2:20][N:19]([CH2:23][CH2:24][CH2:25][CH2:26][NH2:27])[CH2:18][CH2:17]3)=[CH:14][S:13][C:12]=2[CH:28]=1, predict the reactants needed to synthesize it. The reactants are: [H-].[H-].[H-].[H-].[Li+].[Al+3].[F:7][C:8]1[CH:9]=[CH:10][C:11]2[C:15]([N:16]3[CH2:22][CH2:21][CH2:20][N:19]([CH2:23][CH2:24][CH2:25][C:26]#[N:27])[CH2:18][CH2:17]3)=[CH:14][S:13][C:12]=2[CH:28]=1.